The task is: Predict the reaction yield, written as a fraction of the theoretical maximum amount of product (1.0 means a 100% yield; for example, 0.34 means a 34% yield).. This data is from Reaction yield outcomes from USPTO patents with 853,638 reactions. (1) The reactants are C(O[C:6](=[O:26])[NH:7][C@H:8]([C:15](=[O:25])[NH:16][CH2:17][CH2:18][CH2:19][N:20]1[CH2:24][CH2:23][CH2:22][CH2:21]1)[CH2:9][C:10]1[S:11][CH:12]=[CH:13][CH:14]=1)(C)(C)C.C(Cl)CCl.[CH:31]1[CH:32]=[CH:33][C:34]2[N:39](O)N=N[C:35]=2[CH:36]=1.C(OC(N[C@@H:49]([CH2:53][C:54]1S[CH:56]=[CH:57][CH:58]=1)C(O)=O)=O)(C)(C)C.N1(CCCN)CCCC1.CN1CCOCC1. The product is [C:31]1([C:49]2[CH:53]=[CH:54][CH:58]=[CH:57][CH:56]=2)[CH:36]=[CH:35][C:34]([NH:39][C:6](=[O:26])[NH:7][C@@H:8]([CH2:9][C:10]2[S:11][CH:12]=[CH:13][CH:14]=2)[C:15]([NH:16][CH2:17][CH2:18][CH2:19][N:20]2[CH2:21][CH2:22][CH2:23][CH2:24]2)=[O:25])=[CH:33][CH:32]=1. The yield is 0.640. The catalyst is CN(C=O)C.CCOC(C)=O. (2) The catalyst is O1CCOCC1.O.C1C=CC(P(C2C=CC=CC=2)[C-]2C=CC=C2)=CC=1.C1C=CC(P(C2C=CC=CC=2)[C-]2C=CC=C2)=CC=1.Cl[Pd]Cl.[Fe+2]. The reactants are Br[C:2]1[CH:11]=[CH:10][CH:9]=[C:8]([Cl:12])[C:3]=1[C:4]([O:6][CH3:7])=[O:5].[B-](F)(F)(F)[CH:14]=[CH2:15].[K+].C(=O)([O-])[O-].[Na+].[Na+]. The product is [Cl:12][C:8]1[CH:9]=[CH:10][CH:11]=[C:2]([CH:14]=[CH2:15])[C:3]=1[C:4]([O:6][CH3:7])=[O:5]. The yield is 0.850. (3) The reactants are [CH3:1][C:2]1[O:3][C:4]2[CH:10]=[CH:9][C:8]([O:11][C:12]3[CH:17]=[CH:16][C:15]([N+:18]([O-])=O)=[CH:14][C:13]=3[CH3:21])=[CH:7][C:5]=2[N:6]=1.[H][H]. The catalyst is C(O)C.[Pd]. The product is [CH3:21][C:13]1[CH:14]=[C:15]([NH2:18])[CH:16]=[CH:17][C:12]=1[O:11][C:8]1[CH:9]=[CH:10][C:4]2[O:3][C:2]([CH3:1])=[N:6][C:5]=2[CH:7]=1. The yield is 0.690. (4) The reactants are [H-].[Na+].[Cl:3][C:4]1[CH:12]=[CH:11][C:7]([CH2:8][CH2:9][OH:10])=[CH:6][CH:5]=1.Cl[C:14]1[N:15]=[N:16][C:17]([I:20])=[CH:18][CH:19]=1. The catalyst is C1COCC1. The product is [Cl:3][C:4]1[CH:12]=[CH:11][C:7]([CH2:8][CH2:9][O:10][C:14]2[N:15]=[N:16][C:17]([I:20])=[CH:18][CH:19]=2)=[CH:6][CH:5]=1. The yield is 0.880. (5) The reactants are Cl[CH2:2][CH2:3][NH:4][C:5](=[O:41])[NH:6][CH2:7][CH2:8][CH2:9][O:10][C:11]1[CH:40]=[CH:39][C:14]([C:15]([N:17]2[C:26]3[C:21](=[CH:22][CH:23]=[CH:24][CH:25]=3)[C@H:20]([N:27]([C:31]3[CH:36]=[CH:35][C:34]([Cl:37])=[CH:33][CH:32]=3)[C:28](=[O:30])[CH3:29])[CH2:19][C@@H:18]2[CH3:38])=[O:16])=[CH:13][CH:12]=1.C([O-])([O-])=O.[Cs+].[Cs+]. The catalyst is CN(C=O)C. The product is [Cl:37][C:34]1[CH:35]=[CH:36][C:31]([N:27]([C@H:20]2[C:21]3[C:26](=[CH:25][CH:24]=[CH:23][CH:22]=3)[N:17]([C:15](=[O:16])[C:14]3[CH:39]=[CH:40][C:11]([O:10][CH2:9][CH2:8][CH2:7][N:6]4[CH2:2][CH2:3][NH:4][C:5]4=[O:41])=[CH:12][CH:13]=3)[C@@H:18]([CH3:38])[CH2:19]2)[C:28](=[O:30])[CH3:29])=[CH:32][CH:33]=1. The yield is 0.0640. (6) The reactants are [OH-].[K+].[CH2:3]([O:7][C:8]1[CH:13]=[CH:12][C:11](/[CH:14]=[CH:15]/[C:16]([O:18]C)=[O:17])=[CH:10][C:9]=1[O:20][CH3:21])[CH2:4][CH2:5][CH3:6]. The catalyst is CO.O. The product is [CH2:3]([O:7][C:8]1[CH:13]=[CH:12][C:11](/[CH:14]=[CH:15]/[C:16]([OH:18])=[O:17])=[CH:10][C:9]=1[O:20][CH3:21])[CH2:4][CH2:5][CH3:6]. The yield is 0.920. (7) The reactants are CC(C)([O-])C.[Na+].CN([C:10]1[C:15]([C:10]2[C:15](P(C3CCCCC3)C3CCCCC3)=[CH:14][CH:13]=[CH:12][CH:11]=2)=[CH:14][CH:13]=[CH:12][CH:11]=1)C.[NH2:35][C@H:36]1[C:45]2[C:40](=[CH:41][CH:42]=[CH:43][CH:44]=2)[N:39]([C:46](=[O:48])[CH3:47])[C@@H:38]([CH:49]2[CH2:52][CH2:51][CH2:50]2)[C@@H:37]1[CH3:53].BrC1C=CC=CC=1. The catalyst is C1C=CC(/C=C/C(/C=C/C2C=CC=CC=2)=O)=CC=1.C1C=CC(/C=C/C(/C=C/C2C=CC=CC=2)=O)=CC=1.C1C=CC(/C=C/C(/C=C/C2C=CC=CC=2)=O)=CC=1.[Pd].[Pd].O1CCOCC1. The product is [CH:49]1([C@H:38]2[C@H:37]([CH3:53])[C@@H:36]([NH:35][C:10]3[CH:15]=[CH:14][CH:13]=[CH:12][CH:11]=3)[C:45]3[C:40](=[CH:41][CH:42]=[CH:43][CH:44]=3)[N:39]2[C:46](=[O:48])[CH3:47])[CH2:52][CH2:51][CH2:50]1. The yield is 0.310. (8) The reactants are [NH:1]([C:5]1[CH:6]=[C:7]([NH:11][S:12]([CH3:15])(=[O:14])=[O:13])[CH:8]=[CH:9][CH:10]=1)[C:2]([NH2:4])=[S:3].Cl[CH2:17][CH:18]=O. The catalyst is C(O)C. The product is [S:3]1[CH:18]=[CH:17][N:4]=[C:2]1[NH:1][C:5]1[CH:6]=[C:7]([NH:11][S:12]([CH3:15])(=[O:14])=[O:13])[CH:8]=[CH:9][CH:10]=1. The yield is 0.930. (9) The reactants are [H-].[Na+].[Br:3][C:4]1[NH:5][C:6]([CH3:14])=[C:7]([C:9]([O:11][CH2:12][CH3:13])=[O:10])[N:8]=1.I[CH2:16][CH2:17][CH2:18][CH2:19][CH3:20]. The catalyst is O1CCCC1.C(OCC)(=O)C. The product is [Br:3][C:4]1[N:5]([CH2:16][CH2:17][CH2:18][CH2:19][CH3:20])[C:6]([CH3:14])=[C:7]([C:9]([O:11][CH2:12][CH3:13])=[O:10])[N:8]=1. The yield is 0.920.